Dataset: Full USPTO retrosynthesis dataset with 1.9M reactions from patents (1976-2016). Task: Predict the reactants needed to synthesize the given product. (1) The reactants are: O[CH2:2][C:3]1[N:7]([CH2:8][CH2:9][CH3:10])[CH:6]=[N:5][CH:4]=1.S(Cl)([Cl:13])=O. Given the product [ClH:13].[Cl:13][CH2:2][C:3]1[N:7]([CH2:8][CH2:9][CH3:10])[CH:6]=[N:5][CH:4]=1, predict the reactants needed to synthesize it. (2) Given the product [S:21]1[C:22]2[CH:28]=[CH:27][CH:26]=[CH:25][C:23]=2[N:24]=[C:20]1[NH:2][C@H:3]1[CH2:6][C@H:5]([N:7]2[C:11]3[N:12]=[CH:13][N:14]=[CH:15][C:10]=3[C:9]([CH3:16])([CH3:17])[C:8]2=[O:18])[CH2:4]1, predict the reactants needed to synthesize it. The reactants are: Cl.[NH2:2][C@H:3]1[CH2:6][C@H:5]([N:7]2[C:11]3[N:12]=[CH:13][N:14]=[CH:15][C:10]=3[C:9]([CH3:17])([CH3:16])[C:8]2=[O:18])[CH2:4]1.Cl[C:20]1[S:21][C:22]2[CH:28]=[CH:27][CH:26]=[CH:25][C:23]=2[N:24]=1.C(N(CC)C(C)C)(C)C. (3) Given the product [CH3:1][N:2]([CH2:12][CH2:13][O:14][C:15]1[CH:20]=[CH:19][C:18]([NH:21][S:22]([CH3:25])(=[O:24])=[O:23])=[CH:17][CH:16]=1)[CH2:3][CH2:4][C:5]1[CH:6]=[CH:7][C:8]([NH:11][S:32]([CH2:31][CH2:30][CH2:29][N:26]=[N+:27]=[N-:28])(=[O:34])=[O:33])=[CH:9][CH:10]=1, predict the reactants needed to synthesize it. The reactants are: [CH3:1][N:2]([CH2:12][CH2:13][O:14][C:15]1[CH:20]=[CH:19][C:18]([NH:21][S:22]([CH3:25])(=[O:24])=[O:23])=[CH:17][CH:16]=1)[CH2:3][CH2:4][C:5]1[CH:10]=[CH:9][C:8]([NH2:11])=[CH:7][CH:6]=1.[N:26]([CH2:29][CH2:30][CH2:31][S:32](Cl)(=[O:34])=[O:33])=[N+:27]=[N-:28].O. (4) Given the product [CH3:1][N:2]([CH3:26])[CH2:3][CH2:4][N:5]([CH3:25])[C:6]1[S:7][C:8]2[CH:14]=[C:13]([NH:15][C:16]([C:17]3[CH:22]=[CH:21][C:20]([C:32]4[CH:33]=[CH:34][C:29]([O:28][CH3:27])=[CH:30][CH:31]=4)=[CH:19][CH:18]=3)=[O:24])[CH:12]=[CH:11][C:9]=2[N:10]=1, predict the reactants needed to synthesize it. The reactants are: [CH3:1][N:2]([CH3:26])[CH2:3][CH2:4][N:5]([CH3:25])[C:6]1[S:7][C:8]2[CH:14]=[C:13]([NH:15][C:16](=[O:24])[C:17]3[CH:22]=[CH:21][C:20](I)=[CH:19][CH:18]=3)[CH:12]=[CH:11][C:9]=2[N:10]=1.[CH3:27][O:28][C:29]1[CH:34]=[CH:33][C:32](B(O)O)=[CH:31][CH:30]=1. (5) The reactants are: [OH:1][CH2:2][CH:3]1[NH:8][CH2:7][CH2:6][N:5]([C:9]([O:11][C:12]([CH3:15])([CH3:14])[CH3:13])=[O:10])[CH2:4]1.C(N(CC)CC)C.[F:23][C:24]1[CH:32]=[CH:31][CH:30]=[CH:29][C:25]=1[C:26](Cl)=[O:27].O. Given the product [F:23][C:24]1[CH:32]=[CH:31][CH:30]=[CH:29][C:25]=1[C:26]([N:8]1[CH2:7][CH2:6][N:5]([C:9]([O:11][C:12]([CH3:15])([CH3:14])[CH3:13])=[O:10])[CH2:4][CH:3]1[CH2:2][OH:1])=[O:27], predict the reactants needed to synthesize it. (6) Given the product [Cl:9][C:10]1[C:15]([N:16]2[CH:1]=[CH:27][C:20]3[N:21]=[C:22]([S:25][CH3:26])[N:23]=[CH:24][C:19]=3[C:17]2=[O:18])=[CH:14][CH:13]=[CH:12][N:11]=1, predict the reactants needed to synthesize it. The reactants are: [CH3:1]N(C(OC)OC)C.[Cl:9][C:10]1[C:15]([NH:16][C:17]([C:19]2[C:20]([CH3:27])=[N:21][C:22]([S:25][CH3:26])=[N:23][CH:24]=2)=[O:18])=[CH:14][CH:13]=[CH:12][N:11]=1. (7) Given the product [Cl:1][C:2]1[CH:3]=[C:4]([CH:8]=[CH:9][C:10]=1[C:11]1[N:15]=[C:14]([C:16]2[N:17]=[C:18]3[C:23]([Cl:24])=[CH:22][C:21]([C:25]([F:28])([F:27])[F:26])=[CH:20][N:19]3[CH:29]=2)[O:13][N:12]=1)[C:5]([Cl:32])=[O:6], predict the reactants needed to synthesize it. The reactants are: [Cl:1][C:2]1[CH:3]=[C:4]([CH:8]=[CH:9][C:10]=1[C:11]1[N:15]=[C:14]([C:16]2[N:17]=[C:18]3[C:23]([Cl:24])=[CH:22][C:21]([C:25]([F:28])([F:27])[F:26])=[CH:20][N:19]3[CH:29]=2)[O:13][N:12]=1)[C:5](O)=[O:6].O=S(Cl)[Cl:32].